Predict the product of the given reaction. From a dataset of Forward reaction prediction with 1.9M reactions from USPTO patents (1976-2016). Given the reactants [Cl:1][C:2]1[C:3]([O:17][CH2:18][CH:19]([CH3:21])[CH3:20])=[N:4][CH:5]=[C:6](B2OC(C)(C)C(C)(C)O2)[CH:7]=1.[OH:22]O, predict the reaction product. The product is: [Cl:1][C:2]1[CH:7]=[C:6]([OH:22])[CH:5]=[N:4][C:3]=1[O:17][CH2:18][CH:19]([CH3:21])[CH3:20].